Dataset: Full USPTO retrosynthesis dataset with 1.9M reactions from patents (1976-2016). Task: Predict the reactants needed to synthesize the given product. Given the product [CH2:11]([O:10][C:9]([NH:8][C@H:6]1[CH2:7][C@@H:4]([C:1]([OH:3])=[O:21])[C:5]1([CH3:20])[CH3:19])=[O:18])[C:12]1[CH:17]=[CH:16][CH:15]=[CH:14][CH:13]=1, predict the reactants needed to synthesize it. The reactants are: [C:1]([C@@H:4]1[CH2:7][C@H:6]([NH:8][C:9](=[O:18])[O:10][CH2:11][C:12]2[CH:17]=[CH:16][CH:15]=[CH:14][CH:13]=2)[C:5]1([CH3:20])[CH3:19])(=[O:3])C.[OH2:21].